From a dataset of Peptide-MHC class II binding affinity with 134,281 pairs from IEDB. Regression. Given a peptide amino acid sequence and an MHC pseudo amino acid sequence, predict their binding affinity value. This is MHC class II binding data. The peptide sequence is EKKYFAATQFEPLKA. The binding affinity (normalized) is 1.000. The MHC is HLA-DPA10103-DPB10601 with pseudo-sequence HLA-DPA10103-DPB10601.